This data is from Catalyst prediction with 721,799 reactions and 888 catalyst types from USPTO. The task is: Predict which catalyst facilitates the given reaction. Reactant: [CH2:1]([O:8][C:9]1[CH:10]=[C:11]2[C:15](=[CH:16][CH:17]=1)[NH:14][CH:13]=[C:12]2[CH:18]1[CH2:22][CH2:21][NH:20][CH2:19]1)[C:2]1[CH:7]=[CH:6][CH:5]=[CH:4][CH:3]=1.[C:23]([OH:27])(=[O:26])[CH:24]=O. Product: [CH2:1]([O:8][C:9]1[CH:10]=[C:11]2[C:15](=[CH:16][CH:17]=1)[NH:14][C:13]1[CH:24]([C:23]([OH:27])=[O:26])[N:20]3[CH2:19][CH:18]([C:12]2=1)[CH2:22][CH2:21]3)[C:2]1[CH:3]=[CH:4][CH:5]=[CH:6][CH:7]=1. The catalyst class is: 6.